This data is from Full USPTO retrosynthesis dataset with 1.9M reactions from patents (1976-2016). The task is: Predict the reactants needed to synthesize the given product. Given the product [Cl:1][C:2]1[CH:10]=[C:9]2[C:5]([C:6]([CH:11]=[O:12])=[CH:7][N:8]2[CH2:18][C:17]2[CH:20]=[CH:21][C:14]([F:13])=[CH:15][CH:16]=2)=[CH:4][CH:3]=1, predict the reactants needed to synthesize it. The reactants are: [Cl:1][C:2]1[CH:10]=[C:9]2[C:5]([C:6]([CH:11]=[O:12])=[CH:7][NH:8]2)=[CH:4][CH:3]=1.[F:13][C:14]1[CH:21]=[CH:20][C:17]([CH2:18]Br)=[CH:16][CH:15]=1.C(=O)([O-])[O-].[K+].[K+].